This data is from Antibody paratope prediction from SAbDab with 1,023 antibody chains. The task is: Token-level Classification. Given an antibody amino acid sequence, predict which amino acid positions are active in antigen binding. Output is a list of indices for active paratope positions. (1) Given the antibody sequence: QVQLVQSGAEVKKPGSSVKVSCKASGGTFSSYAISWVRQAPGQGLEWMGGIIPIFGTANYAQKFQGRVTITADESTSTAYMELSSLRSEDTAVYYCAREPDYYDSSGYYPIDAFDIWGQGTTVTVSS, which amino acid positions are active in antigen binding (paratope)? The paratope positions are: [52, 83, 84, 85, 104, 105, 106, 107, 108, 109, 110, 111, 112, 113]. (2) Given the antibody sequence: EVQLQQSGAELVKPGASVKLSCKASGYTFTSYWMHWVKQRPGRGLEWIGRIDPNGGGTKYNEKFKSKATLTVDKPSSTAYMQLSSLTSEDSAVYYCARMWYYGTYYFDYWGQGTTLTVSS, which amino acid positions are active in antigen binding (paratope)? The paratope positions are: [52, 83, 84, 85, 104, 105, 106]. (3) Given the antibody sequence: EVKLVESGGGLVQPGGSLKLSCAASGITFSSYSMSWVRQTPEKRLEWVAYISNGGSGTYYPDTVKGRFTISRDNAKNSLYLQMSSLRSEDTAMYYCARPSRGGSSYWYFDVWGAGTTVTVSS, which amino acid positions are active in antigen binding (paratope)? The paratope positions are: [52, 83, 84, 85, 104, 105, 106, 107, 108]. (4) The paratope positions are: [29, 30, 67, 68]. Given the antibody sequence: QFVLTQPNSVSTNLGSTVKLSCKRSTGNIGSNYVNWYQQHEGRSPTTMIYRDDKRPDGVPDRFSGSIDRSSNSALLTINNVQTEDEADYFCHSYSSGIVFGGGTKLTVL, which amino acid positions are active in antigen binding (paratope)? (5) The paratope positions are: [52, 83, 84, 85, 104, 105, 106, 107, 108, 109, 110, 111, 112, 113]. Given the antibody sequence: EVQLVESGGGLVQPGGSLRLSCAASGFNLSSSSIHWVRQAPGKGLEWVASIYSYYGSTSYADSVKGRFTISADTSKNTAYLQMNSLRAEDTAVYYCAREYHSYWSYSWWPRVGLDYWGQGTLVTVSS, which amino acid positions are active in antigen binding (paratope)?